This data is from Forward reaction prediction with 1.9M reactions from USPTO patents (1976-2016). The task is: Predict the product of the given reaction. (1) Given the reactants [CH:1]([C@H:14]1[N:19]2[CH2:20][CH2:21][N:22](C(OCC3C=CC=CC=3)=O)[CH2:23][C@H:18]2[CH2:17][N:16]([CH2:34][C:35]2[C:40]([O:41][CH3:42])=[CH:39][CH:38]=[C:37]([N:43]3[C:47]([C:48]([F:51])([F:50])[F:49])=[N:46][N:45]=[N:44]3)[C:36]=2[O:52][CH3:53])[CH2:15]1)([C:8]1[CH:13]=[CH:12][CH:11]=[CH:10][CH:9]=1)[C:2]1[CH:7]=[CH:6][CH:5]=[CH:4][CH:3]=1.C(N(CC)CC)C, predict the reaction product. The product is: [CH:1]([C@H:14]1[N:19]2[CH2:20][CH2:21][NH:22][CH2:23][C@@H:18]2[CH2:17][N:16]([CH2:34][C:35]2[C:40]([O:41][CH3:42])=[CH:39][CH:38]=[C:37]([N:43]3[C:47]([C:48]([F:49])([F:51])[F:50])=[N:46][N:45]=[N:44]3)[C:36]=2[O:52][CH3:53])[CH2:15]1)([C:8]1[CH:13]=[CH:12][CH:11]=[CH:10][CH:9]=1)[C:2]1[CH:7]=[CH:6][CH:5]=[CH:4][CH:3]=1. (2) Given the reactants C([O:3][C:4](=O)[C:5]1[CH:10]=[C:9]([N:11]2[CH2:16][CH2:15][CH2:14][CH2:13][CH2:12]2)[CH:8]=[CH:7][C:6]=1[NH:17][C:18](=[O:35])[C:19]1[CH:24]=[CH:23][CH:22]=[C:21]([CH2:25][N:26]([CH2:31][CH:32](O)[CH3:33])[CH2:27][CH:28]([OH:30])[CH3:29])[CH:20]=1)C.[OH2:37].[NH2:38][NH2:39], predict the reaction product. The product is: [OH:37][CH:32]([CH3:33])[CH2:31][N:26]([CH2:25][C:21]1[CH:20]=[C:19]([CH:24]=[CH:23][CH:22]=1)[C:18]([NH:17][C:6]1[CH:7]=[CH:8][C:9]([N:11]2[CH2:16][CH2:15][CH2:14][CH2:13][CH2:12]2)=[CH:10][C:5]=1[C:4]([NH:38][NH2:39])=[O:3])=[O:35])[CH2:27][CH:28]([OH:30])[CH3:29]. (3) The product is: [C:11]([NH:14][C:15]1[N:24]=[C:23]([C:10]2[N:9]=[CH:8][NH:7][N:6]=2)[C:22]2[C:17](=[N:18][CH:19]=[C:20]([C:26]3[CH:31]=[CH:30][C:29]([O:32][CH3:33])=[C:28]([O:34][CH3:35])[CH:27]=3)[N:21]=2)[N:16]=1)(=[O:13])[CH3:12]. Given the reactants P(Cl)(Cl)(Cl)=O.[NH:6]1[CH:10]=[N:9][CH:8]=[N:7]1.[C:11]([NH:14][C:15]1(N)[NH:24][C:23](=O)[C:22]2[C:17](=[N:18][CH:19]=[C:20]([C:26]3[CH:31]=[CH:30][C:29]([O:32][CH3:33])=[C:28]([O:34][CH3:35])[CH:27]=3)[N:21]=2)[NH:16]1)(=[O:13])[CH3:12], predict the reaction product. (4) Given the reactants [F:1][C:2]([F:17])([F:16])[C:3]([OH:15])([CH2:6][C:7]1[CH:12]=[CH:11][CH:10]=[CH:9][C:8]=1[O:13][CH3:14])[CH:4]=O.[F:18][C:19]1[CH:28]=[C:27]2[C:22]([CH:23]=[N:24][C:25]([CH3:29])=[N:26]2)=[C:21]([NH2:30])[CH:20]=1, predict the reaction product. The product is: [F:17][C:2]([F:1])([F:16])[C:3]([CH2:6][C:7]1[CH:12]=[CH:11][CH:10]=[CH:9][C:8]=1[O:13][CH3:14])([OH:15])[CH:4]=[N:30][C:21]1[CH:20]=[C:19]([F:18])[CH:28]=[C:27]2[C:22]=1[CH:23]=[N:24][C:25]([CH3:29])=[N:26]2. (5) Given the reactants C(=O)([O-])[O-].[K+].[K+].[ClH:7].C([S:11][CH:12]1[CH2:17][CH2:16][N:15]([CH:18]([C:24]2[CH:29]=[CH:28][CH:27]=[CH:26][C:25]=2[F:30])[C:19]([CH:21]2[CH2:23][CH2:22]2)=[O:20])[CH2:14]/[C:13]/1=[CH:31]\[C:32]1[N:33]=[N:34][N:35]([CH2:37][C:38]([O:40][CH3:41])=[O:39])[N:36]=1)(=O)C.C(#N)C, predict the reaction product. The product is: [ClH:7].[CH:21]1([C:19](=[O:20])[CH:18]([N:15]2[CH2:16][CH2:17][CH:12]([SH:11])/[C:13](=[CH:31]/[C:32]3[N:33]=[N:34][N:35]([CH2:37][C:38]([O:40][CH3:41])=[O:39])[N:36]=3)/[CH2:14]2)[C:24]2[CH:29]=[CH:28][CH:27]=[CH:26][C:25]=2[F:30])[CH2:23][CH2:22]1. (6) Given the reactants OC(C(F)(F)F)=O.[F:8][C:9]1[CH:14]=[CH:13][C:12]([C:15]2[O:16][CH:17]=[C:18]([CH2:20][N:21]3[CH2:26][CH2:25][NH:24][CH2:23][CH2:22]3)[N:19]=2)=[CH:11][CH:10]=1.[F:27][C:28]([F:44])([F:43])[C:29]1[O:33][N:32]=[C:31]([C:34]2[CH:35]=[C:36]([CH:40]=[CH:41][CH:42]=2)[C:37](O)=[O:38])[N:30]=1, predict the reaction product. The product is: [F:8][C:9]1[CH:14]=[CH:13][C:12]([C:15]2[O:16][CH:17]=[C:18]([CH2:20][N:21]3[CH2:22][CH2:23][N:24]([C:37]([C:36]4[CH:40]=[CH:41][CH:42]=[C:34]([C:31]5[N:30]=[C:29]([C:28]([F:43])([F:27])[F:44])[O:33][N:32]=5)[CH:35]=4)=[O:38])[CH2:25][CH2:26]3)[N:19]=2)=[CH:11][CH:10]=1. (7) Given the reactants [N:1]1[CH:6]=[CH:5][C:4]([OH:7])=[N:3][CH:2]=1.[N:8]1CCC[N:12]2[CH2:18][CH2:17][CH2:16][CH2:15][CH2:14][C:13]=12.C(#[N:21])C, predict the reaction product. The product is: [N:1]1[CH:6]=[CH:5][C:4]([O:7][N:8]2[C:13]3[CH:14]=[CH:15][CH:16]=[CH:17][C:18]=3[N:12]=[N:21]2)=[N:3][CH:2]=1. (8) Given the reactants [C:1]([C:5]1[CH:10]=[CH:9][C:8]([C:11]2[N:12]([C:31](Cl)=[O:32])[CH:13]([C:24]3[CH:29]=[CH:28][C:27]([Cl:30])=[CH:26][CH:25]=3)[C:14]([C:17]3[CH:22]=[CH:21][C:20]([Cl:23])=[CH:19][CH:18]=3)([CH3:16])[N:15]=2)=[C:7]([O:34][CH2:35][CH3:36])[CH:6]=1)([CH3:4])([CH3:3])[CH3:2].[N:37]1([CH2:43][C:44]([N:46]2[CH2:50][CH2:49][CH2:48][CH2:47]2)=[O:45])[CH2:42][CH2:41][NH:40][CH2:39][CH2:38]1, predict the reaction product. The product is: [C:1]([C:5]1[CH:10]=[CH:9][C:8]([C:11]2[N:12]([C:31]([N:40]3[CH2:39][CH2:38][N:37]([CH2:43][C:44]([N:46]4[CH2:47][CH2:48][CH2:49][CH2:50]4)=[O:45])[CH2:42][CH2:41]3)=[O:32])[C@H:13]([C:24]3[CH:25]=[CH:26][C:27]([Cl:30])=[CH:28][CH:29]=3)[C@@:14]([C:17]3[CH:18]=[CH:19][C:20]([Cl:23])=[CH:21][CH:22]=3)([CH3:16])[N:15]=2)=[C:7]([O:34][CH2:35][CH3:36])[CH:6]=1)([CH3:3])([CH3:2])[CH3:4]. (9) Given the reactants Br[C:2]([CH3:14])([CH3:13])[C:3]([NH:5][C:6]1[CH:11]=[CH:10][CH:9]=[CH:8][C:7]=1[OH:12])=[O:4].C(=O)([O-])[O-].[K+].[K+], predict the reaction product. The product is: [CH3:13][C:2]1([CH3:14])[C:3](=[O:4])[NH:5][C:6]2[CH:11]=[CH:10][CH:9]=[CH:8][C:7]=2[O:12]1.